Dataset: Reaction yield outcomes from USPTO patents with 853,638 reactions. Task: Predict the reaction yield, written as a fraction of the theoretical maximum amount of product (1.0 means a 100% yield; for example, 0.34 means a 34% yield). The reactants are CO[C:3]1[N:10]=[CH:9][C:8]([C:11]2[CH:16]=[CH:15][N:14]=[C:13]([NH:17][C:18]3[CH:19]=[N:20][C:21]([CH2:24][N:25]4[CH2:30][CH2:29][O:28][CH2:27][CH2:26]4)=[CH:22][CH:23]=3)[N:12]=2)=[CH:7][C:4]=1[C:5]#[N:6].C1(OP(Cl)([Cl:40])=O)C=CC=CC=1. The catalyst is O. The product is [Cl:40][C:3]1[N:10]=[CH:9][C:8]([C:11]2[CH:16]=[CH:15][N:14]=[C:13]([NH:17][C:18]3[CH:19]=[N:20][C:21]([CH2:24][N:25]4[CH2:30][CH2:29][O:28][CH2:27][CH2:26]4)=[CH:22][CH:23]=3)[N:12]=2)=[CH:7][C:4]=1[C:5]#[N:6]. The yield is 0.460.